Dataset: Catalyst prediction with 721,799 reactions and 888 catalyst types from USPTO. Task: Predict which catalyst facilitates the given reaction. (1) The catalyst class is: 29. Reactant: [F:1][C:2]1[CH:3]=[N:4][C:5]2[C:10]([C:11]=1[CH2:12][CH2:13][N:14]1[CH2:19][CH2:18][C:17]([NH:24]C(OCC3C=CC=CC=3)=O)([C:20]([O:22][CH3:23])=[O:21])[CH2:16][CH2:15]1)=[CH:9][C:8]([O:35][CH3:36])=[CH:7][CH:6]=2. Product: [NH2:24][C:17]1([C:20]([O:22][CH3:23])=[O:21])[CH2:16][CH2:15][N:14]([CH2:13][CH2:12][C:11]2[C:10]3[C:5](=[CH:6][CH:7]=[C:8]([O:35][CH3:36])[CH:9]=3)[N:4]=[CH:3][C:2]=2[F:1])[CH2:19][CH2:18]1. (2) Reactant: O=C1CCC(=O)N1[C:8]1[C:16]2[C:11](=[CH:12][C:13]([C:26]([O-])=[O:27])=[C:14]([O:17][C:18]3[CH:23]=[CH:22][C:21]([F:24])=[CH:20][C:19]=3[F:25])[CH:15]=2)[N:10]([CH2:29][C:30]([F:33])([CH3:32])[CH3:31])[N:9]=1.[NH2:34][C@H:35]1[CH2:40][CH2:39][CH2:38][NH:37][C:36]1=[O:41]. Product: [F:25][C:19]1[CH:20]=[C:21]([F:24])[CH:22]=[CH:23][C:18]=1[O:17][C:14]1[CH:15]=[C:16]2[C:11](=[CH:12][C:13]=1[C:26]([NH:34][C@H:35]1[CH2:40][CH2:39][CH2:38][NH:37][C:36]1=[O:41])=[O:27])[N:10]([CH2:29][C:30]([F:33])([CH3:31])[CH3:32])[N:9]=[CH:8]2. The catalyst class is: 96.